Task: Predict which catalyst facilitates the given reaction.. Dataset: Catalyst prediction with 721,799 reactions and 888 catalyst types from USPTO Reactant: [Cl:1][C:2]1[CH:3]=[C:4]([C:9]([C:32]([F:35])([F:34])[F:33])=[CH:10][C:11]([C:13]2[CH:14]=[C:15]3[C:19](=[CH:20][CH:21]=2)[C:18]2([CH2:24][N:23]([C:25]([O:27][C:28]([CH3:31])([CH3:30])[CH3:29])=[O:26])[CH2:22]2)[O:17][CH2:16]3)=[O:12])[CH:5]=[C:6]([Cl:8])[CH:7]=1.[N+:36]([CH3:39])([O-:38])=[O:37].C1CCN2C(=NCCC2)CC1. The catalyst class is: 10. Product: [Cl:1][C:2]1[CH:3]=[C:4]([C:9]([CH2:39][N+:36]([O-:38])=[O:37])([C:32]([F:33])([F:35])[F:34])[CH2:10][C:11]([C:13]2[CH:14]=[C:15]3[C:19](=[CH:20][CH:21]=2)[C:18]2([CH2:22][N:23]([C:25]([O:27][C:28]([CH3:31])([CH3:30])[CH3:29])=[O:26])[CH2:24]2)[O:17][CH2:16]3)=[O:12])[CH:5]=[C:6]([Cl:8])[CH:7]=1.